The task is: Predict which catalyst facilitates the given reaction.. This data is from Catalyst prediction with 721,799 reactions and 888 catalyst types from USPTO. (1) Reactant: Br[C:2]1[C:3]([O:17][CH3:18])=[C:4]([C:13]([O:15][CH3:16])=[O:14])[C:5]2[N:6]=[CH:7][C:8](Cl)=[N:9][C:10]=2[CH:11]=1.C([Sn](CCCC)(CCCC)[C:24]1[S:25][CH:26]=[CH:27][N:28]=1)CCC. Product: [CH3:18][O:17][C:3]1[C:2]([C:24]2[S:25][CH:26]=[CH:27][N:28]=2)=[CH:11][C:10]2[N:9]=[C:8]([C:24]3[S:25][CH:26]=[CH:27][N:28]=3)[CH:7]=[N:6][C:5]=2[C:4]=1[C:13]([O:15][CH3:16])=[O:14]. The catalyst class is: 77. (2) The catalyst class is: 208. Reactant: [CH3:1][O:2][C:3]1[CH:4]=[C:5]2[C:10](=[CH:11][C:12]=1[O:13][CH3:14])[N:9]=[CH:8][CH:7]=[C:6]2[O:15][C:16]1[CH:22]=[CH:21][C:19]([NH2:20])=[CH:18][CH:17]=1.Cl[C:24](Cl)([O:26][C:27](=[O:33])OC(Cl)(Cl)Cl)Cl.[CH:35]1(CO)[CH2:39][CH2:38][CH2:37][CH2:36]1.C(=O)(O)[O-].[Na+]. Product: [CH3:1][O:2][C:3]1[CH:4]=[C:5]2[C:10](=[CH:11][C:12]=1[O:13][CH3:14])[N:9]=[CH:8][CH:7]=[C:6]2[O:15][C:16]1[CH:22]=[CH:21][C:19]([NH:20][C:27](=[O:33])[O:26][CH2:24][CH:35]2[CH2:39][CH2:38][CH2:37][CH2:36]2)=[CH:18][CH:17]=1. (3) Reactant: C([O:3][C:4]([C:6]1[C:7]([CH3:17])=[N:8][C:9]2[C:14]([CH:15]=1)=[C:13]([Br:16])[CH:12]=[N:11][CH:10]=2)=[O:5])C.O1CCOCC1.[OH-].[Li+]. Product: [Br:16][C:13]1[CH:12]=[N:11][CH:10]=[C:9]2[C:14]=1[CH:15]=[C:6]([C:4]([OH:5])=[O:3])[C:7]([CH3:17])=[N:8]2. The catalyst class is: 6.